Dataset: Catalyst prediction with 721,799 reactions and 888 catalyst types from USPTO. Task: Predict which catalyst facilitates the given reaction. (1) Reactant: [BH4-].[Na+].CO.[CH3:5][O:6][C:7](=[O:32])[CH2:8][CH2:9][CH2:10][C:11]#[C:12][CH2:13][N:14]1[C@@H:19](/[CH:20]=[CH:21]/[C:22](=[O:30])[CH2:23][C:24]2[CH:29]=[CH:28][CH:27]=[CH:26][CH:25]=2)[CH2:18][CH2:17][CH2:16][C:15]1=[O:31]. Product: [CH3:5][O:6][C:7](=[O:32])[CH2:8][CH2:9][CH2:10][C:11]#[C:12][CH2:13][N:14]1[C:15](=[O:31])[CH2:16][CH2:17][CH2:18][C@@H:19]1/[CH:20]=[CH:21]/[CH:22]([OH:30])[CH2:23][C:24]1[CH:29]=[CH:28][CH:27]=[CH:26][CH:25]=1. The catalyst class is: 2. (2) Reactant: [NH:1]1[CH2:5][CH2:4][CH2:3][CH2:2]1.[Cl:6][C:7]1[CH:38]=[CH:37][CH:36]=[CH:35][C:8]=1[CH2:9][N:10]([CH3:34])[C:11]([C:13]1[N:14]=[N:15][N:16]([CH2:19][C:20]2[CH:25]=[C:24]([C:26]([F:29])([F:28])[F:27])[CH:23]=[C:22]([C:30]([F:33])([F:32])[F:31])[CH:21]=2)[C:17]=1Cl)=[O:12]. The catalyst class is: 49. Product: [Cl:6][C:7]1[CH:38]=[CH:37][CH:36]=[CH:35][C:8]=1[CH2:9][N:10]([CH3:34])[C:11]([C:13]1[N:14]=[N:15][N:16]([CH2:19][C:20]2[CH:25]=[C:24]([C:26]([F:29])([F:27])[F:28])[CH:23]=[C:22]([C:30]([F:33])([F:31])[F:32])[CH:21]=2)[C:17]=1[N:1]1[CH2:5][CH2:4][CH2:3][CH2:2]1)=[O:12].